Dataset: Catalyst prediction with 721,799 reactions and 888 catalyst types from USPTO. Task: Predict which catalyst facilitates the given reaction. Reactant: [Si:1]([O:8][CH:9]1[CH2:14][CH2:13][CH:12]([NH:15][C:16]2[CH:21]=[CH:20][CH:19]=[CH:18][C:17]=2[C:22]#[C:23][CH:24]2[CH2:26][CH2:25]2)[CH2:11][CH2:10]1)([C:4]([CH3:7])([CH3:6])[CH3:5])([CH3:3])[CH3:2]. Product: [Si:1]([O:8][CH:9]1[CH2:10][CH2:11][CH:12]([N:15]2[C:16]3[C:17](=[CH:18][CH:19]=[CH:20][CH:21]=3)[CH:22]=[C:23]2[CH:24]2[CH2:25][CH2:26]2)[CH2:13][CH2:14]1)([C:4]([CH3:7])([CH3:6])[CH3:5])([CH3:3])[CH3:2]. The catalyst class is: 590.